The task is: Predict the reactants needed to synthesize the given product.. This data is from Full USPTO retrosynthesis dataset with 1.9M reactions from patents (1976-2016). (1) The reactants are: Cl[C:2]1[CH:7]=[C:6]([CH3:8])[C:5]([N+:9]([O-:11])=[O:10])=[CH:4][N:3]=1.[C:12]1([OH:18])[CH:17]=[CH:16][CH:15]=[CH:14][CH:13]=1.C(=O)([O-])[O-].[K+].[K+].O. Given the product [CH3:8][C:6]1[C:5]([N+:9]([O-:11])=[O:10])=[CH:4][N:3]=[C:2]([O:18][C:12]2[CH:17]=[CH:16][CH:15]=[CH:14][CH:13]=2)[CH:7]=1, predict the reactants needed to synthesize it. (2) The reactants are: C1(P([CH:29]2[CH2:34][CH2:33]CCC2)C2C=CC=CC=2C2C(CCC)=CC(CCC)=CC=2CCC)CCCCC1.[CH3:50][C:45]1([CH3:51])[C:46]([CH3:49])([CH3:48])[O:47][B:43]([B:43]2[O:47][C:46]([CH3:49])([CH3:48])[C:45]([CH3:51])([CH3:50])[O:44]2)[O:44]1.[C:53]([O-])(=O)[CH3:54].[K+].[N:58]#[N:59]. Given the product [CH2:53]([N:58]1[CH:33]=[C:34]([B:43]2[O:44][C:45]([CH3:50])([CH3:51])[C:46]([CH3:48])([CH3:49])[O:47]2)[CH:29]=[N:59]1)[CH3:54], predict the reactants needed to synthesize it. (3) Given the product [Br:2][CH:19]1[C:17]2=[N:18][C:13]([C:9]3[CH:10]=[CH:11][CH:12]=[C:7]([C:6]([F:25])([F:24])[F:5])[CH:8]=3)=[CH:14][CH:15]=[C:16]2[O:22][CH2:21][CH2:20]1, predict the reactants needed to synthesize it. The reactants are: P(Br)(Br)[Br:2].[F:5][C:6]([F:25])([F:24])[C:7]1[CH:8]=[C:9]([C:13]2[N:18]=[C:17]3[CH:19](O)[CH2:20][CH2:21][O:22][C:16]3=[CH:15][CH:14]=2)[CH:10]=[CH:11][CH:12]=1.C([O-])(O)=O.[Na+]. (4) Given the product [NH2:48][C:44]1[N:43]=[C:42]([C:41]2[C:36]([O:35][C:34]3[CH:33]=[CH:32][C:31]([NH:29][C:22]4[C:23]5[C:28](=[CH:27][CH:26]=[CH:25][CH:24]=5)[C:19]([C:16]5[S:17][CH:18]=[C:14]([CH3:13])[CH:15]=5)=[N:20][N:21]=4)=[CH:50][CH:49]=3)=[N:37][CH:38]=[CH:39][CH:40]=2)[CH:47]=[CH:46][N:45]=1, predict the reactants needed to synthesize it. The reactants are: ClC1C2C(=CC=CC=2)C(Cl)=NN=1.[CH3:13][C:14]1[CH:15]=[C:16]([C:19]2[C:28]3[C:23](=[CH:24][CH:25]=[CH:26][CH:27]=3)[C:22]([NH2:29])=[N:21][N:20]=2)[S:17][CH:18]=1.N[C:31]1[CH:50]=[CH:49][C:34]([O:35][C:36]2[C:41]([C:42]3[CH:47]=[CH:46][N:45]=[C:44]([NH2:48])[N:43]=3)=[CH:40][CH:39]=[CH:38][N:37]=2)=[CH:33][CH:32]=1.ClC1C2C(=CC=CC=2)C(C2SC=C(C)C=2)=NN=1. (5) Given the product [CH3:1][O:2][C:3](=[O:29])[CH2:4][C:5]1[CH:10]=[CH:9][C:8]([C:11]#[C:12][C:13]2[CH:14]=[C:15]3[C:20](=[C:21]([CH2:23][Br:49])[CH:22]=2)[O:19][C:18]([CH3:26])([CH3:25])[CH2:17][C:16]3([CH3:28])[CH3:27])=[CH:7][CH:6]=1, predict the reactants needed to synthesize it. The reactants are: [CH3:1][O:2][C:3](=[O:29])[CH2:4][C:5]1[CH:10]=[CH:9][C:8]([C:11]#[C:12][C:13]2[CH:14]=[C:15]3[C:20](=[C:21]([CH2:23]O)[CH:22]=2)[O:19][C:18]([CH3:26])([CH3:25])[CH2:17][C:16]3([CH3:28])[CH3:27])=[CH:7][CH:6]=1.C1(P(C2C=CC=CC=2)C2C=CC=CC=2)C=CC=CC=1.[Br:49]N1C(=O)CCC1=O. (6) The reactants are: [CH3:1][C:2]1([C:7]2[O:11][C:10]([CH2:12][N:13]3[CH:17]=[C:16]([NH2:18])[CH:15]=[N:14]3)=[CH:9][CH:8]=2)[O:6]CCO1.[F:19][C:20]([F:33])([F:32])[C:21]1[CH:26]=[CH:25][CH:24]=[CH:23][C:22]=1/[CH:27]=[CH:28]/[C:29](O)=[O:30]. Given the product [C:2]([C:7]1[O:11][C:10]([CH2:12][N:13]2[CH:17]=[C:16]([NH:18][C:29](=[O:30])/[CH:28]=[CH:27]/[C:22]3[CH:23]=[CH:24][CH:25]=[CH:26][C:21]=3[C:20]([F:32])([F:33])[F:19])[CH:15]=[N:14]2)=[CH:9][CH:8]=1)(=[O:6])[CH3:1], predict the reactants needed to synthesize it. (7) Given the product [N+:1]([C:4]1[CH:5]=[C:6]2[C:10](=[CH:11][CH:12]=1)[CH2:9][N:8]([C:18]([O:17][C:14]([CH3:16])([CH3:15])[CH3:13])=[O:19])[CH2:7]2)([O-:3])=[O:2], predict the reactants needed to synthesize it. The reactants are: [N+:1]([C:4]1[CH:5]=[C:6]2[C:10](=[CH:11][CH:12]=1)[CH2:9][NH:8][CH2:7]2)([O-:3])=[O:2].[CH3:13][C:14]([O:17][C:18](O[C:18]([O:17][C:14]([CH3:16])([CH3:15])[CH3:13])=[O:19])=[O:19])([CH3:16])[CH3:15].